This data is from NCI-60 drug combinations with 297,098 pairs across 59 cell lines. The task is: Regression. Given two drug SMILES strings and cell line genomic features, predict the synergy score measuring deviation from expected non-interaction effect. (1) Drug 1: C1C(C(OC1N2C=NC3=C(N=C(N=C32)Cl)N)CO)O. Drug 2: C(CC(=O)O)C(=O)CN.Cl. Cell line: NCI-H226. Synergy scores: CSS=-2.48, Synergy_ZIP=0.523, Synergy_Bliss=0.631, Synergy_Loewe=-6.13, Synergy_HSA=-4.61. (2) Drug 1: CN(C)N=NC1=C(NC=N1)C(=O)N. Drug 2: COC1=C2C(=CC3=C1OC=C3)C=CC(=O)O2. Cell line: HT29. Synergy scores: CSS=0.0455, Synergy_ZIP=-1.17, Synergy_Bliss=-3.39, Synergy_Loewe=-4.81, Synergy_HSA=-4.03. (3) Drug 1: CC(C1=C(C=CC(=C1Cl)F)Cl)OC2=C(N=CC(=C2)C3=CN(N=C3)C4CCNCC4)N. Drug 2: C1=CC=C(C(=C1)C(C2=CC=C(C=C2)Cl)C(Cl)Cl)Cl. Cell line: HL-60(TB). Synergy scores: CSS=20.3, Synergy_ZIP=12.3, Synergy_Bliss=16.6, Synergy_Loewe=2.81, Synergy_HSA=11.6. (4) Drug 1: CC1CCC2CC(C(=CC=CC=CC(CC(C(=O)C(C(C(=CC(C(=O)CC(OC(=O)C3CCCCN3C(=O)C(=O)C1(O2)O)C(C)CC4CCC(C(C4)OC)O)C)C)O)OC)C)C)C)OC. Drug 2: C1CNP(=O)(OC1)N(CCCl)CCCl. Cell line: UO-31. Synergy scores: CSS=27.4, Synergy_ZIP=-5.04, Synergy_Bliss=3.85, Synergy_Loewe=-19.7, Synergy_HSA=0.190. (5) Drug 1: CC(C1=C(C=CC(=C1Cl)F)Cl)OC2=C(N=CC(=C2)C3=CN(N=C3)C4CCNCC4)N. Drug 2: C1C(C(OC1N2C=NC3=C(N=C(N=C32)Cl)N)CO)O. Cell line: UACC-257. Synergy scores: CSS=-1.71, Synergy_ZIP=0.852, Synergy_Bliss=-2.38, Synergy_Loewe=-5.12, Synergy_HSA=-5.04. (6) Drug 1: C1=NC2=C(N=C(N=C2N1C3C(C(C(O3)CO)O)F)Cl)N. Drug 2: C1C(C(OC1N2C=NC(=NC2=O)N)CO)O. Cell line: EKVX. Synergy scores: CSS=0.759, Synergy_ZIP=-0.953, Synergy_Bliss=-0.364, Synergy_Loewe=-0.672, Synergy_HSA=-0.189. (7) Drug 1: CC1CCC2CC(C(=CC=CC=CC(CC(C(=O)C(C(C(=CC(C(=O)CC(OC(=O)C3CCCCN3C(=O)C(=O)C1(O2)O)C(C)CC4CCC(C(C4)OC)O)C)C)O)OC)C)C)C)OC. Drug 2: CC12CCC3C(C1CCC2OP(=O)(O)O)CCC4=C3C=CC(=C4)OC(=O)N(CCCl)CCCl.[Na+]. Cell line: OVCAR-8. Synergy scores: CSS=27.4, Synergy_ZIP=-7.17, Synergy_Bliss=-1.34, Synergy_Loewe=-53.3, Synergy_HSA=-0.00355. (8) Drug 1: C1CCC(C1)C(CC#N)N2C=C(C=N2)C3=C4C=CNC4=NC=N3. Drug 2: CCC1=C2CN3C(=CC4=C(C3=O)COC(=O)C4(CC)O)C2=NC5=C1C=C(C=C5)O. Cell line: MALME-3M. Synergy scores: CSS=15.6, Synergy_ZIP=-7.28, Synergy_Bliss=1.67, Synergy_Loewe=-14.8, Synergy_HSA=0.347.